This data is from Reaction yield outcomes from USPTO patents with 853,638 reactions. The task is: Predict the reaction yield, written as a fraction of the theoretical maximum amount of product (1.0 means a 100% yield; for example, 0.34 means a 34% yield). (1) The reactants are [N+:1]([O-:4])(O)=[O:2].[Br:5][C:6]1[CH:11]=[CH:10][C:9]([O:12][CH3:13])=[CH:8][C:7]=1[CH:14]1[CH2:19][CH2:18][N:17]([CH3:20])[CH2:16][CH2:15]1.S(=O)(=O)(O)O.[OH-].[K+]. The catalyst is O. The product is [Br:5][C:6]1[CH:11]=[C:10]([N+:1]([O-:4])=[O:2])[C:9]([O:12][CH3:13])=[CH:8][C:7]=1[CH:14]1[CH2:15][CH2:16][N:17]([CH3:20])[CH2:18][CH2:19]1. The yield is 0.480. (2) The reactants are Cl[C:2]1[N:7]=[C:6]([C:8]([NH2:10])=[O:9])[CH:5]=[CH:4][N:3]=1.C(=O)([O-])[O-].[K+].[K+].[CH3:17][CH:18]1[CH2:23][NH:22][CH2:21][CH2:20][NH:19]1. The catalyst is CN(C=O)C. The product is [CH3:17][CH:18]1[NH:19][CH2:20][CH2:21][N:22]([C:2]2[N:7]=[C:6]([C:8]([NH2:10])=[O:9])[CH:5]=[CH:4][N:3]=2)[CH2:23]1. The yield is 0.650. (3) The reactants are O1CCCCC1[N:7]1[C:15]2[C:10](=[CH:11][C:12]([C:16]3[N:20]=[CH:19][N:18](C(C4C=CC=CC=4)(C4C=CC=CC=4)C4C=CC=CC=4)[N:17]=3)=[CH:13][CH:14]=2)[C:9]([C:40]2[CH:41]=[C:42]([C:46]([N:48]3[CH2:56][C:55]4[C:50](=[CH:51][CH:52]=[CH:53][CH:54]=4)C3)=O)[CH:43]=[CH:44][CH:45]=2)=[N:8]1.Cl.[C:58](=[O:61])(O)[O-].[Na+]. The catalyst is O1CCOCC1. The product is [NH:17]1[C:16]([C:12]2[CH:11]=[C:10]3[C:15](=[CH:14][CH:13]=2)[NH:7][N:8]=[C:9]3[C:40]2[CH:41]=[C:42]([CH:46]3[C:50]4[C:55](=[CH:54][CH:53]=[CH:52][CH:51]=4)[CH2:56][N:48]3[C:58]([N:48]3[CH2:56][C:55]4[C:54](=[CH:53][CH:52]=[CH:51][CH:50]=4)[CH:46]3[C:42]3[CH:43]=[CH:44][CH:45]=[C:40]([C:9]4[C:10]5[C:15](=[CH:14][CH:13]=[C:12]([C:16]6[NH:17][N:18]=[CH:19][N:20]=6)[CH:11]=5)[NH:7][N:8]=4)[CH:41]=3)=[O:61])[CH:43]=[CH:44][CH:45]=2)=[N:20][CH:19]=[N:18]1. The yield is 0.340. (4) The reactants are [CH3:1][C:2]1[O:6][N:5]=[C:4]([C:7]2[CH:12]=[CH:11][CH:10]=[CH:9][CH:8]=2)[C:3]=1[C:13]([NH:15][NH2:16])=[O:14].[N:17]1[C:21]2[CH:22]=[CH:23][C:24]([C:26](O)=O)=[CH:25][C:20]=2[NH:19][CH:18]=1. No catalyst specified. The product is [CH3:1][C:2]1[O:6][N:5]=[C:4]([C:7]2[CH:12]=[CH:11][CH:10]=[CH:9][CH:8]=2)[C:3]=1[C:13]1[O:14][C:26]([C:24]2[CH:23]=[CH:22][C:21]3[NH:17][CH:18]=[N:19][C:20]=3[CH:25]=2)=[N:16][N:15]=1. The yield is 0.0500. (5) The reactants are [Br:1][C:2]1[CH:7]=[CH:6][C:5]([C:8]2[N:9]=[C:10]([N:13]3[CH2:17][CH2:16][NH:15][C:14]3=[O:18])[S:11][CH:12]=2)=[CH:4][CH:3]=1.[H-].[Na+].[CH3:21]I. The catalyst is O1CCCC1. The product is [Br:1][C:2]1[CH:7]=[CH:6][C:5]([C:8]2[N:9]=[C:10]([N:13]3[CH2:17][CH2:16][N:15]([CH3:21])[C:14]3=[O:18])[S:11][CH:12]=2)=[CH:4][CH:3]=1. The yield is 0.900. (6) The reactants are [CH3:1][O:2][C:3]1[CH:4]=[C:5]([NH2:26])[CH:6]=[CH:7][C:8]=1[C:9]1[O:10][C:11]([C:14]2[C:15]([C:20]3[CH:25]=[CH:24][CH:23]=[CH:22][CH:21]=3)=[N:16][O:17][C:18]=2[CH3:19])=[N:12][N:13]=1.C[Si]([N-][Si](C)(C)C)(C)C.[K+].[CH:37]([S:40](Cl)(=[O:42])=[O:41])([CH3:39])[CH3:38].N1C=CC=CC=1. The catalyst is O1CCCC1. The product is [CH3:1][O:2][C:3]1[CH:4]=[C:5]([NH:26][S:40]([CH:37]([CH3:39])[CH3:38])(=[O:42])=[O:41])[CH:6]=[CH:7][C:8]=1[C:9]1[O:10][C:11]([C:14]2[C:15]([C:20]3[CH:21]=[CH:22][CH:23]=[CH:24][CH:25]=3)=[N:16][O:17][C:18]=2[CH3:19])=[N:12][N:13]=1. The yield is 0.110.